This data is from Reaction yield outcomes from USPTO patents with 853,638 reactions. The task is: Predict the reaction yield, written as a fraction of the theoretical maximum amount of product (1.0 means a 100% yield; for example, 0.34 means a 34% yield). The reactants are Br[CH:2]([C:4]1[S:8][C:7]([S:9][C:10]2[CH:15]=[CH:14][C:13]([Cl:16])=[CH:12][C:11]=2[Cl:17])=[C:6]([N+:18]([O-:20])=[O:19])[CH:5]=1)[CH3:3].[NH3:21]. The catalyst is CO. The product is [Cl:17][C:11]1[CH:12]=[C:13]([Cl:16])[CH:14]=[CH:15][C:10]=1[S:9][C:7]1[S:8][C:4]([CH:2]([NH2:21])[CH3:3])=[CH:5][C:6]=1[N+:18]([O-:20])=[O:19]. The yield is 0.100.